Dataset: Forward reaction prediction with 1.9M reactions from USPTO patents (1976-2016). Task: Predict the product of the given reaction. (1) Given the reactants Cl[C:2]1[C:3]([C:20]#[N:21])=[N:4][CH:5]=[C:6]([CH2:8][CH2:9][C:10]2[CH:15]=[CH:14][C:13]([O:16][CH2:17][CH2:18][CH3:19])=[CH:12][CH:11]=2)[CH:7]=1.[CH3:22][C:23]1[CH:24]=[CH:25][C:26](B2OC(C)(C)C(C)(C)O2)=[C:27]([NH:29]C(=O)OC(C)(C)C)[CH:28]=1.C(=O)([O-])[O-].[Na+].[Na+], predict the reaction product. The product is: [CH3:22][C:23]1[CH:24]=[CH:25][C:26]2=[C:2]3[C:3](=[C:20]([NH2:21])[N:29]=[C:27]2[CH:28]=1)[N:4]=[CH:5][C:6]([CH2:8][CH2:9][C:10]1[CH:15]=[CH:14][C:13]([O:16][CH2:17][CH2:18][CH3:19])=[CH:12][CH:11]=1)=[CH:7]3. (2) Given the reactants C(=O)([O-])[O-].[K+].[K+].[Cl:7][C:8]1[CH:13]=[CH:12][C:11]([CH:14]=[CH:15][C:16]2[CH:17]=[C:18]([OH:22])[CH:19]=[CH:20][CH:21]=2)=[CH:10][CH:9]=1.[CH2:23]([O:25][C:26]([C:28]1[C:29]2[S:37][CH:36]=[C:35]([CH2:38]Br)[C:30]=2[C:31]([Cl:34])=[N:32][CH:33]=1)=[O:27])[CH3:24], predict the reaction product. The product is: [CH2:23]([O:25][C:26]([C:28]1[C:29]2[S:37][CH:36]=[C:35]([CH2:38][O:22][C:18]3[CH:19]=[CH:20][CH:21]=[C:16]([CH:15]=[CH:14][C:11]4[CH:12]=[CH:13][C:8]([Cl:7])=[CH:9][CH:10]=4)[CH:17]=3)[C:30]=2[C:31]([Cl:34])=[N:32][CH:33]=1)=[O:27])[CH3:24]. (3) Given the reactants [N+](=[C:3](P(=O)(OC)OC)C(=O)C)=[N-].[CH:13]([NH:16][C:17]1[N:22]=[CH:21][C:20]([CH2:23][CH2:24][CH:25]=O)=[CH:19][CH:18]=1)([CH3:15])[CH3:14].C(=O)([O-])[O-].[K+].[K+].C(=O)([O-])O.[Na+], predict the reaction product. The product is: [CH2:23]([C:20]1[CH:19]=[CH:18][C:17]([NH:16][CH:13]([CH3:15])[CH3:14])=[N:22][CH:21]=1)[CH2:24][C:25]#[CH:3]. (4) Given the reactants [NH:1]([C:3]1[CH:11]=[CH:10][CH:9]=[CH:8][C:4]=1[C:5]([OH:7])=[O:6])N.[F:12][C:13]([F:35])([F:34])[C:14]1[CH:33]=[CH:32][C:17]2[C:18](=NNC3C=CC=CC=3C(O)=O)[CH2:19][O:20][C:16]=2[CH:15]=1.CC1C=CC(S(O)(=O)=O)=CC=1, predict the reaction product. The product is: [F:35][C:13]([F:12])([F:34])[C:14]1[CH:33]=[CH:32][C:17]2[C:18]3[NH:1][C:3]4[C:11]([C:19]=3[O:20][C:16]=2[CH:15]=1)=[CH:10][CH:9]=[CH:8][C:4]=4[C:5]([OH:7])=[O:6]. (5) The product is: [CH:2]1([CH:8]2[C:12]3[C:13]([CH3:33])=[C:14]([N:19]4[CH2:20][CH2:21][N:22]([C:25]5[CH:26]=[CH:27][C:28]([O:31][CH3:32])=[CH:29][CH:30]=5)[CH2:23][CH2:24]4)[C:15]([CH3:18])=[C:16]([CH3:17])[C:11]=3[O:10][C:9]2([CH3:35])[CH3:34])[CH2:7][CH2:6][CH2:5][CH2:4][CH2:3]1. Given the reactants Cl.[C:2]1(=[C:8]2[C:12]3[C:13]([CH3:33])=[C:14]([N:19]4[CH2:24][CH2:23][N:22]([C:25]5[CH:30]=[CH:29][C:28]([O:31][CH3:32])=[CH:27][CH:26]=5)[CH2:21][CH2:20]4)[C:15]([CH3:18])=[C:16]([CH3:17])[C:11]=3[O:10][C:9]2([CH3:35])[CH3:34])[CH2:7][CH2:6][CH2:5][CH2:4][CH2:3]1, predict the reaction product. (6) Given the reactants Br[C:2]1[C:3](=[O:20])[N:4]([C:9]2[CH:10]=[C:11]([CH:16]=[CH:17][C:18]=2[CH3:19])[C:12]([O:14][CH3:15])=[O:13])[CH:5]=[C:6](Br)[N:7]=1.[C:21]1([OH:27])[CH:26]=[CH:25][CH:24]=[CH:23][CH:22]=1.C(N(CC)C(C)C)(C)C.C1CC=CCC=1, predict the reaction product. The product is: [CH3:19][C:18]1[CH:17]=[CH:16][C:11]([C:12]([O:14][CH3:15])=[O:13])=[CH:10][C:9]=1[N:4]1[CH:5]=[CH:6][N:7]=[C:2]([O:27][C:21]2[CH:26]=[CH:25][CH:24]=[CH:23][CH:22]=2)[C:3]1=[O:20]. (7) Given the reactants [NH2:1][C:2]1[CH:9]=[CH:8][C:5]([C:6]#[N:7])=[CH:4][CH:3]=1.[Cl:10][C:11]1[C:12](=O)C(Cl)=C(Cl)[C:15](=O)[C:16]=1Cl.Cl.CC(C=C)=O, predict the reaction product. The product is: [ClH:10].[C:6]([C:5]1[CH:4]=[C:3]2[C:2](=[CH:9][CH:8]=1)[N:1]=[CH:12][CH:11]=[C:16]2[CH3:15])#[N:7].